Dataset: Catalyst prediction with 721,799 reactions and 888 catalyst types from USPTO. Task: Predict which catalyst facilitates the given reaction. (1) Reactant: [CH2:1]([O:8][C:9](=[O:17])[C:10]1[CH:15]=[CH:14][C:13]([NH2:16])=[CH:12][CH:11]=1)[C:2]1[CH:7]=[CH:6][CH:5]=[CH:4][CH:3]=1.[F:18][C:19]([F:30])([F:29])[C:20](O[C:20](=[O:21])[C:19]([F:30])([F:29])[F:18])=[O:21]. Product: [CH2:1]([O:8][C:9](=[O:17])[C:10]1[CH:11]=[CH:12][C:13]([NH:16][C:20](=[O:21])[C:19]([F:30])([F:29])[F:18])=[CH:14][CH:15]=1)[C:2]1[CH:3]=[CH:4][CH:5]=[CH:6][CH:7]=1. The catalyst class is: 28. (2) Reactant: [Cl:1][C:2]1[CH:7]=[CH:6][C:5]([CH3:8])=[CH:4][C:3]=1[OH:9].C1(P(C2C=CC=CC=2)C2C=CC=CC=2)C=CC=CC=1.O[C@H:30]([CH3:35])[C:31]([O:33][CH3:34])=[O:32].CC(OC(/N=N/C(OC(C)C)=O)=O)C. Product: [Cl:1][C:2]1[CH:7]=[CH:6][C:5]([CH3:8])=[CH:4][C:3]=1[O:9][C@@H:30]([CH3:35])[C:31]([O:33][CH3:34])=[O:32]. The catalyst class is: 1. (3) Reactant: [CH2:1]([N:3]1[CH2:7][CH2:6][C:5]2([CH2:11][CH2:10][N:9]([CH2:12][CH2:13][C:14]3[CH:19]=[CH:18][C:17]([N+:20]([O-])=O)=[CH:16][CH:15]=3)[CH2:8]2)[CH2:4]1)[CH3:2]. Product: [CH2:1]([N:3]1[CH2:7][CH2:6][C:5]2([CH2:8][N:9]([CH2:12][CH2:13][C:14]3[CH:15]=[CH:16][C:17]([NH2:20])=[CH:18][CH:19]=3)[CH2:10][CH2:11]2)[CH2:4]1)[CH3:2]. The catalyst class is: 261. (4) Reactant: [CH2:1]([N:3]1[C:7](=[O:8])[CH:6]=[C:5]([C:9]2[CH:10]=[C:11]([CH:14]=[CH:15][CH:16]=2)[C:12]#[N:13])[NH:4]1)[CH3:2].C(=O)([O-])[O-].[Cs+].[Cs+].Cl.CN(C)CC(O)=O.Br[C:32]1[CH:37]=[CH:36][C:35]([CH:38]([CH3:40])[CH3:39])=[CH:34][CH:33]=1. Product: [CH2:1]([N:3]1[C:7]([O:8][C:32]2[CH:37]=[CH:36][C:35]([CH:38]([CH3:40])[CH3:39])=[CH:34][CH:33]=2)=[CH:6][C:5]([C:9]2[CH:10]=[C:11]([CH:14]=[CH:15][CH:16]=2)[C:12]#[N:13])=[N:4]1)[CH3:2]. The catalyst class is: 321. (5) Reactant: [NH2:1][C:2]1[C:3]([C:16]2[CH:24]=[CH:23][C:19]([C:20](O)=[O:21])=[C:18]([F:25])[CH:17]=2)=[N:4][C:5]([C@@H:8]2[CH2:13][CH2:12][C@@H:11]([OH:14])[C@H:10]([F:15])[CH2:9]2)=[CH:6][N:7]=1.Cl.[NH2:27][C@@H:28]([C:31]1[CH:36]=[C:35]([I:37])[CH:34]=[C:33]([F:38])[CH:32]=1)[CH2:29][OH:30].C1C=NC2N(O)N=NC=2C=1.C(Cl)CCl.CCN(C(C)C)C(C)C. Product: [NH2:1][C:2]1[C:3]([C:16]2[CH:24]=[CH:23][C:19]([C:20]([NH:27][C@@H:28]([C:31]3[CH:36]=[C:35]([I:37])[CH:34]=[C:33]([F:38])[CH:32]=3)[CH2:29][OH:30])=[O:21])=[C:18]([F:25])[CH:17]=2)=[N:4][C:5]([C@@H:8]2[CH2:13][CH2:12][C@@H:11]([OH:14])[C@H:10]([F:15])[CH2:9]2)=[CH:6][N:7]=1. The catalyst class is: 18.